From a dataset of Full USPTO retrosynthesis dataset with 1.9M reactions from patents (1976-2016). Predict the reactants needed to synthesize the given product. (1) Given the product [CH3:35][O:12][CH2:11][CH2:10][CH:9]([N:13]1[CH:17]=[C:16]([C:18]2[C:19]3[CH:26]=[CH:25][N:24]([CH2:27][O:28][CH2:29][CH2:30][Si:31]([CH3:33])([CH3:32])[CH3:34])[C:20]=3[N:21]=[CH:22][N:23]=2)[CH:15]=[N:14]1)[C:3]1[CH:8]=[CH:7][CH:6]=[CH:5][CH:4]=1, predict the reactants needed to synthesize it. The reactants are: [H-].[Na+].[C:3]1([CH:9]([N:13]2[CH:17]=[C:16]([C:18]3[C:19]4[CH:26]=[CH:25][N:24]([CH2:27][O:28][CH2:29][CH2:30][Si:31]([CH3:34])([CH3:33])[CH3:32])[C:20]=4[N:21]=[CH:22][N:23]=3)[CH:15]=[N:14]2)[CH2:10][CH2:11][OH:12])[CH:8]=[CH:7][CH:6]=[CH:5][CH:4]=1.[CH3:35]N(C=O)C.CI. (2) Given the product [Cl:1][C:2]1[N:3]=[C:4]([N:12]2[CH2:17][C@@H:16]3[CH2:18][C@H:13]2[CH2:14][O:15]3)[C:5]2[N:10]([CH3:11])[N:9]=[CH:8][C:6]=2[N:7]=1, predict the reactants needed to synthesize it. The reactants are: [Cl:1][C:2]1[N:3]=[C:4]([N:12]2[CH2:17][CH2:16][O:15][CH2:14][C@@H:13]2[CH3:18])[C:5]2[N:10]([CH3:11])[N:9]=[CH:8][C:6]=2[N:7]=1.Cl.[C@H]12C[C@H](NC1)CO2.